This data is from Reaction yield outcomes from USPTO patents with 853,638 reactions. The task is: Predict the reaction yield, written as a fraction of the theoretical maximum amount of product (1.0 means a 100% yield; for example, 0.34 means a 34% yield). The reactants are Cl.[Cl:2][C:3]1[C:8]([F:9])=[CH:7][CH:6]=[CH:5][C:4]=1[NH:10][NH2:11].C(=O)([O-])[O-].[K+].[K+].[C:18](OCC)(=[O:26])[C:19]#[C:20][C:21]([O:23][CH2:24][CH3:25])=[O:22].Cl. The catalyst is C(O)C. The product is [Cl:2][C:3]1[C:8]([F:9])=[CH:7][CH:6]=[CH:5][C:4]=1[N:10]1[C:18]([OH:26])=[CH:19][C:20]([C:21]([O:23][CH2:24][CH3:25])=[O:22])=[N:11]1. The yield is 0.470.